Dataset: Forward reaction prediction with 1.9M reactions from USPTO patents (1976-2016). Task: Predict the product of the given reaction. (1) Given the reactants [Cl:1][C:2]1[CH:3]=[CH:4][C:5]([NH:8][C:9]([C:11]2[CH:16]=[C:15]([Cl:17])[CH:14]=[C:13]([N:18]3[CH2:23][CH2:22][O:21][CH2:20][CH2:19]3)[C:12]=2[N+:24]([O-])=O)=[O:10])=[N:6][CH:7]=1.[Sn](Cl)Cl.[C:30]([C:32]1[CH:40]=[CH:39][C:35]([C:36](Cl)=[O:37])=[CH:34][CH:33]=1)#[N:31], predict the reaction product. The product is: [Cl:1][C:2]1[CH:3]=[CH:4][C:5]([NH:8][C:9]([C:11]2[CH:16]=[C:15]([Cl:17])[CH:14]=[C:13]([N:18]3[CH2:23][CH2:22][O:21][CH2:20][CH2:19]3)[C:12]=2[NH:24][C:36]([C:35]2[CH:39]=[CH:40][C:32]([C:30]#[N:31])=[CH:33][CH:34]=2)=[O:37])=[O:10])=[N:6][CH:7]=1. (2) Given the reactants C([Al]([CH2:6][CH3:7])CC)C.[CH3:8][SiH:9]([CH3:12])[CH2:10][CH3:11].[Cl-].[NH4+].[C:15]1([CH3:21])[CH:20]=[CH:19][CH:18]=[CH:17][CH:16]=1, predict the reaction product. The product is: [CH2:10]([Si:9]([CH3:12])([CH3:8])[CH2:19][C:20]1[CH:7]2[CH2:6][CH:16]([C:15]=1[CH3:21])[CH2:17][CH2:18]2)[CH3:11]. (3) Given the reactants [N+:1]([CH2:3][C:4]([O:6][CH3:7])=[O:5])#[C-:2].[CH3:8][O:9][C:10]1[CH:18]=[C:17]([N+:19]([O-:21])=[O:20])[CH:16]=[CH:15][C:11]=1[C:12](O)=[O:13], predict the reaction product. The product is: [CH3:8][O:9][C:10]1[CH:18]=[C:17]([N+:19]([O-:21])=[O:20])[CH:16]=[CH:15][C:11]=1[C:12]1[O:13][CH:2]=[N:1][C:3]=1[C:4]([O:6][CH3:7])=[O:5]. (4) Given the reactants [OH:1][C:2]1[CH:11]=[C:10]2[C:5]([CH2:6][CH2:7][NH:8][C:9]2=[O:12])=[CH:4][CH:3]=1.[Br:13][CH2:14][CH2:15][CH2:16][CH2:17]Br.C([O-])([O-])=O.[K+].[K+], predict the reaction product. The product is: [Br:13][CH2:14][CH2:15][CH2:16][CH2:17][O:1][C:2]1[CH:11]=[C:10]2[C:5]([CH2:6][CH2:7][NH:8][C:9]2=[O:12])=[CH:4][CH:3]=1. (5) The product is: [C:1]([O:4][CH2:5][C:6]1[CH:7]=[C:8]2[C:12](=[CH:13][C:14]=1[NH2:15])[N:11]([C:18]([C:31]1[CH:32]=[CH:33][CH:34]=[CH:35][CH:36]=1)([C:25]1[CH:26]=[CH:27][CH:28]=[CH:29][CH:30]=1)[C:19]1[CH:24]=[CH:23][CH:22]=[CH:21][CH:20]=1)[N:10]=[C:9]2[Br:37])(=[O:3])[CH3:2]. Given the reactants [C:1]([O:4][CH2:5][C:6]1[CH:7]=[C:8]2[C:12](=[CH:13][C:14]=1[N+:15]([O-])=O)[N:11]([C:18]([C:31]1[CH:36]=[CH:35][CH:34]=[CH:33][CH:32]=1)([C:25]1[CH:30]=[CH:29][CH:28]=[CH:27][CH:26]=1)[C:19]1[CH:24]=[CH:23][CH:22]=[CH:21][CH:20]=1)[N:10]=[C:9]2[Br:37])(=[O:3])[CH3:2].[O-]S(S([O-])=O)=O.[Na+].[Na+], predict the reaction product. (6) Given the reactants F[C:2]1[C:7]([N+:8]([O-:10])=[O:9])=[CH:6][C:5]([NH:11][C:12]([C:14]2[CH:19]=[CH:18][C:17]([CH3:20])=[CH:16][CH:15]=2)=[O:13])=[C:4]([NH:21][C:22]([C:24]2[CH:29]=[CH:28][C:27]([CH3:30])=[CH:26][CH:25]=2)=[O:23])[CH:3]=1.[Cl:31][C:32]1[CH:37]=[CH:36][C:35]([SH:38])=[CH:34][CH:33]=1.C([O-])([O-])=O.[K+].[K+], predict the reaction product. The product is: [Cl:31][C:32]1[CH:37]=[CH:36][C:35]([S:38][C:2]2[C:7]([N+:8]([O-:10])=[O:9])=[CH:6][C:5]([NH:11][C:12]([C:14]3[CH:19]=[CH:18][C:17]([CH3:20])=[CH:16][CH:15]=3)=[O:13])=[C:4]([NH:21][C:22]([C:24]3[CH:29]=[CH:28][C:27]([CH3:30])=[CH:26][CH:25]=3)=[O:23])[CH:3]=2)=[CH:34][CH:33]=1. (7) Given the reactants [CH:1]([NH:4][C:5]1[S:6][CH:7]=[C:8]([C:10]2[CH:19]=[C:18]([O:20][C@H:21]3[CH2:25][NH:24][C@H:23]([C:26]([NH:28][C@:29]4([C:34]([NH:36][S:37]([C:40]5[CH:45]=[CH:44][CH:43]=[CH:42][C:41]=5[NH:46][C:47]([CH2:49][O:50][CH2:51][CH2:52][O:53][CH2:54][CH2:55][C:56](O)=[O:57])=[O:48])(=[O:39])=[O:38])=[O:35])[CH2:31][C@H:30]4[CH:32]=[CH2:33])=[O:27])[CH2:22]3)[C:17]3[C:12](=[CH:13][C:14]([O:59][CH3:60])=[CH:15][CH:16]=3)[N:11]=2)[N:9]=1)([CH3:3])[CH3:2].[CH3:61]CN(C(C)C)C(C)C.C[N:71]([C:73]([O:77]N1N=NC2C=CC=NC1=2)=[N+](C)C)C.F[P-](F)(F)(F)(F)F, predict the reaction product. The product is: [CH:1]([NH:4][C:5]1[S:6][CH:7]=[C:8]([C:10]2[CH:19]=[C:18]([O:20][C@H:21]3[CH2:25][N:24]4[C@H:23]([C:26](=[O:27])[NH:28][CH:29]([C@@:31]5([N:71]=[C:73]=[O:77])[CH2:61][C@H:30]5[CH:32]=[CH2:33])[C:34](=[O:35])[NH:36][S:37](=[O:39])(=[O:38])[C:40]5[C:41]([NH:46][C:47](=[O:48])[CH2:49][O:50][CH2:51][CH2:52][O:53][CH2:54][CH2:55][C:56]4=[O:57])=[CH:42][CH:43]=[CH:44][CH:45]=5)[CH2:22]3)[C:17]3[C:12](=[CH:13][C:14]([O:59][CH3:60])=[CH:15][CH:16]=3)[N:11]=2)[N:9]=1)([CH3:2])[CH3:3].